From a dataset of Reaction yield outcomes from USPTO patents with 853,638 reactions. Predict the reaction yield, written as a fraction of the theoretical maximum amount of product (1.0 means a 100% yield; for example, 0.34 means a 34% yield). (1) The reactants are [CH2:1]([O:7][C:8]1[CH:28]=[CH:27][C:11]([C:12]([C:14]2[CH:19]=[CH:18][C:17]([O:20][CH2:21][CH:22]=[CH:23][CH:24]=[CH:25][CH3:26])=[CH:16][CH:15]=2)=[O:13])=[CH:10][CH:9]=1)[CH:2]=[CH:3][CH:4]=[CH:5][CH3:6].[C:29]1([Mg]Br)[CH:34]=[CH:33][CH:32]=[CH:31][CH:30]=1. The catalyst is C1COCC1. The product is [CH2:1]([O:7][C:8]1[CH:28]=[CH:27][C:11]([C:12]([OH:13])([C:29]2[CH:34]=[CH:33][CH:32]=[CH:31][CH:30]=2)[C:14]2[CH:15]=[CH:16][C:17]([O:20][CH2:21][CH:22]=[CH:23][CH:24]=[CH:25][CH3:26])=[CH:18][CH:19]=2)=[CH:10][CH:9]=1)[CH:2]=[CH:3][CH:4]=[CH:5][CH3:6]. The yield is 0.770. (2) The reactants are C([O-])(=O)C.[NH4+:5].[Br:6][C:7]1[CH:12]=[CH:11][C:10]([C:13](=O)[CH2:14][NH:15][C:16]([C@:18]2([CH3:40])[CH2:22][CH2:21][CH2:20][N:19]2[C:23]([O:25][CH2:26][CH:27]2[C:39]3[CH:38]=[CH:37][CH:36]=[CH:35][C:34]=3[C:33]3[C:28]2=[CH:29][CH:30]=[CH:31][CH:32]=3)=[O:24])=O)=[CH:9][CH:8]=1. The catalyst is C1(C)C(C)=CC=CC=1. The product is [Br:6][C:7]1[CH:8]=[CH:9][C:10]([C:13]2[NH:5][C:16]([C@:18]3([CH3:40])[CH2:22][CH2:21][CH2:20][N:19]3[C:23]([O:25][CH2:26][CH:27]3[C:28]4[CH:29]=[CH:30][CH:31]=[CH:32][C:33]=4[C:34]4[C:39]3=[CH:38][CH:37]=[CH:36][CH:35]=4)=[O:24])=[N:15][CH:14]=2)=[CH:11][CH:12]=1. The yield is 0.490. (3) The reactants are [F:1][C:2]1[CH:3]=[C:4]([CH2:9][C:10]([OH:12])=O)[CH:5]=[CH:6][C:7]=1[CH3:8].C(N1C=CN=C1)(N1C=CN=C1)=O.Cl.[NH2:26][CH2:27][C:28]1[CH:37]=[CH:36][CH:35]=[C:34]2[C:29]=1[C:30](=[O:47])[N:31]([CH:39]1[CH2:44][CH2:43][C:42](=[O:45])[NH:41][C:40]1=[O:46])[C:32]([CH3:38])=[N:33]2. The catalyst is CN(C=O)C. The product is [O:46]=[C:40]1[CH:39]([N:31]2[C:30](=[O:47])[C:29]3[C:34](=[CH:35][CH:36]=[CH:37][C:28]=3[CH2:27][NH:26][C:10](=[O:12])[CH2:9][C:4]3[CH:5]=[CH:6][C:7]([CH3:8])=[C:2]([F:1])[CH:3]=3)[N:33]=[C:32]2[CH3:38])[CH2:44][CH2:43][C:42](=[O:45])[NH:41]1. The yield is 0.740. (4) The reactants are [CH2:1]([C:5]1[N:6]=[C:7]([CH3:27])[NH:8][C:9](=[O:26])[C:10]=1[CH2:11][C:12]1[CH:17]=[CH:16][C:15]([C:18]2[C:19]([C:24]#[N:25])=[CH:20][CH:21]=[CH:22][CH:23]=2)=[CH:14][CH:13]=1)[CH2:2][CH2:3][CH3:4].[CH3:28][C:29]1([CH3:32])[CH2:31][O:30]1.C(=O)([O-])[O-].[Cs+].[Cs+].CN(C)C(=O)C. The catalyst is C(OCC)(=O)C. The product is [CH2:1]([C:5]1[N:6]=[C:7]([CH3:27])[N:8]([CH2:28][C:29]([OH:30])([CH3:32])[CH3:31])[C:9](=[O:26])[C:10]=1[CH2:11][C:12]1[CH:17]=[CH:16][C:15]([C:18]2[C:19]([C:24]#[N:25])=[CH:20][CH:21]=[CH:22][CH:23]=2)=[CH:14][CH:13]=1)[CH2:2][CH2:3][CH3:4]. The yield is 0.760. (5) The reactants are [F:1][C:2]1[C:3]([N+:13]([O-:15])=[O:14])=[CH:4][C:5]2[NH:10][C:9](=S)[CH2:8][O:7][C:6]=2[CH:12]=1.[NH2:16][NH2:17]. The catalyst is CO. The product is [F:1][C:2]1[CH:12]=[C:6]2[C:5]([N:10]3[C:9]([CH2:8][O:7]2)=[N:17][NH:16][C:6](=[O:7])[CH:5]3[CH3:4])=[CH:4][C:3]=1[N+:13]([O-:15])=[O:14]. The yield is 0.740. (6) The reactants are [NH2:1][C:2]1[C:7]([C:8]([OH:10])=O)=[CH:6][N:5]=[CH:4][N:3]=1.Cl.CN.C(Cl)CCl.C1C=CC2N(O)N=[N:24][C:22]=2C=1.CCN(C(C)C)C(C)C. The catalyst is CN(C=O)C. The product is [NH2:1][C:2]1[C:7]([C:8]([NH:24][CH3:22])=[O:10])=[CH:6][N:5]=[CH:4][N:3]=1. The yield is 0.850.